From a dataset of Forward reaction prediction with 1.9M reactions from USPTO patents (1976-2016). Predict the product of the given reaction. Given the reactants [CH2:1]([S:8]([NH:11][C:12]([CH:14]1[CH2:19][CH2:18][N:17]([C:20]2[C:30]([Cl:31])=[CH:29][C:23]([C:24]([O:26]CC)=[O:25])=[C:22]([CH2:32][N:33]3[CH2:37][CH2:36][CH2:35][C:34]3=[O:38])[N:21]=2)[CH2:16][CH2:15]1)=[O:13])(=[O:10])=[O:9])[C:2]1[CH:7]=[CH:6][CH:5]=[CH:4][CH:3]=1.[OH-].[Na+].C(Cl)Cl, predict the reaction product. The product is: [CH2:1]([S:8]([NH:11][C:12]([CH:14]1[CH2:19][CH2:18][N:17]([C:20]2[C:30]([Cl:31])=[CH:29][C:23]([C:24]([OH:26])=[O:25])=[C:22]([CH2:32][N:33]3[CH2:37][CH2:36][CH2:35][C:34]3=[O:38])[N:21]=2)[CH2:16][CH2:15]1)=[O:13])(=[O:10])=[O:9])[C:2]1[CH:7]=[CH:6][CH:5]=[CH:4][CH:3]=1.